Dataset: hERG potassium channel inhibition data for cardiac toxicity prediction from Karim et al.. Task: Regression/Classification. Given a drug SMILES string, predict its toxicity properties. Task type varies by dataset: regression for continuous values (e.g., LD50, hERG inhibition percentage) or binary classification for toxic/non-toxic outcomes (e.g., AMES mutagenicity, cardiotoxicity, hepatotoxicity). Dataset: herg_karim. (1) The molecule is N#Cc1ccc(Cn2cncc2CN[C@H]2CCN(C(=O)c3cccnc3S)C2=O)cc1. The result is 0 (non-blocker). (2) The compound is CCCCN(CCCC)CCC(O)c1cc2c(Cl)cc(Cl)cc2c2cc(C(F)(F)F)ccc12. The result is 1 (blocker). (3) The molecule is C[C@@H](c1ccc(-c2ccc(=O)n(C)c2)cc1)[C@H]([NH3+])C(=O)N1CC[C@H](F)C1. The result is 0 (non-blocker). (4) The drug is CC(C)(C)CCN1CCC(CNC(=O)c2cc(Cl)cc(Cl)c2)CC1. The result is 1 (blocker). (5) The compound is CC1=NC(c2cccc(-c3cncc(Cl)c3)c2)(C2CC2)N=C1N. The result is 0 (non-blocker). (6) The result is 0 (non-blocker). The compound is CCC(=O)N1CCC(CCN2CC[C@H](NC(=O)c3cc(Cl)c(N)cc3OC)[C@H](OC)C2)CC1. (7) The drug is COc1cccc(S(=O)(=O)N2Cc3ccc(C=CC(=O)NO)cc3C2)c1. The result is 0 (non-blocker). (8) The drug is NC(=O)c1ccc(O[C@@H]2C[C@@H]3CC[C@H](C2)N3Cc2ccccc2)c(F)c1. The result is 1 (blocker). (9) The drug is Cc1nnc(C(C)C)n1[C@H]1C[C@@H]2CC[C@H](C1)N2CC[C@H](NC(=O)C1CCC(F)(F)CC1)c1ccccc1. The result is 0 (non-blocker).